From a dataset of Catalyst prediction with 721,799 reactions and 888 catalyst types from USPTO. Predict which catalyst facilitates the given reaction. (1) Reactant: [OH:1][C:2]1[CH:3]=[C:4]([CH:7]=[CH:8][C:9]=1O)[CH:5]=[O:6].[C:11](=[O:14])([O-])[O-].[Cs+].[Cs+].S(O[CH2:22][CH2:23][CH2:24][CH2:25][CH2:26][CH2:27][CH2:28][CH2:29]/[CH:30]=[CH:31]\[CH2:32][CH2:33][CH2:34][CH2:35][CH2:36][CH2:37][CH2:38][CH3:39])(=O)(=O)C. Product: [CH2:22]([O:1][C:2]1[C:3]([O:14][CH2:11][CH2:22][CH2:23][CH2:24][CH2:25][CH2:26][CH2:27][CH2:28]/[CH:29]=[CH:30]\[CH2:31][CH2:32][CH2:33][CH2:34][CH2:35][CH2:36][CH2:37][CH3:38])=[C:4]([CH:7]=[CH:8][CH:9]=1)[CH:5]=[O:6])[CH2:23][CH2:24][CH2:25][CH2:26][CH2:27][CH2:28][CH2:29]/[CH:30]=[CH:31]\[CH2:32][CH2:33][CH2:34][CH2:35][CH2:36][CH2:37][CH2:38][CH3:39]. The catalyst class is: 270. (2) Reactant: [N+:1]([C:4]1[CH:5]=[C:6]2[C:11](=[CH:12][CH:13]=1)[NH:10][C:9](=[O:14])[CH2:8][CH2:7]2)([O-:3])=[O:2].[H-].[Na+].[Cl:17][CH2:18][CH2:19][CH2:20]I. Product: [Cl:17][CH2:18][CH2:19][CH2:20][N:10]1[C:11]2[C:6](=[CH:5][C:4]([N+:1]([O-:3])=[O:2])=[CH:13][CH:12]=2)[CH2:7][CH2:8][C:9]1=[O:14]. The catalyst class is: 6. (3) Reactant: [F:1][C:2]1[CH:7]=[CH:6][C:5]([C@@H:8]2[O:13][CH2:12][CH2:11][N:10](CC3C=CC=CC=3)[CH2:9]2)=[CH:4][CH:3]=1.Cl[C:22]([O:24][CH2:25][CH3:26])=[O:23]. Product: [F:1][C:2]1[CH:3]=[CH:4][C:5]([C@@H:8]2[O:13][CH2:12][CH2:11][N:10]([C:22]([O:24][CH2:25][CH3:26])=[O:23])[CH2:9]2)=[CH:6][CH:7]=1. The catalyst class is: 11. (4) Reactant: Br[C:2]1[N:6]([CH3:7])[C:5]2[CH:8]([C:24]3[CH:29]=[CH:28][C:27]([Cl:30])=[CH:26][CH:25]=3)[N:9]([C:12]3[CH:13]=[C:14]([O:22][CH3:23])[C:15]4[N:16]([C:18]([CH3:21])=[N:19][N:20]=4)[CH:17]=3)[C:10](=[O:11])[C:4]=2[N:3]=1.[CH:31]1([B-](F)(F)F)[CH2:33][CH2:32]1.[K+]. Product: [Cl:30][C:27]1[CH:28]=[CH:29][C:24]([CH:8]2[C:5]3[N:6]([CH3:7])[C:2]([CH:31]4[CH2:33][CH2:32]4)=[N:3][C:4]=3[C:10](=[O:11])[N:9]2[C:12]2[CH:13]=[C:14]([O:22][CH3:23])[C:15]3[N:16]([C:18]([CH3:21])=[N:19][N:20]=3)[CH:17]=2)=[CH:25][CH:26]=1. The catalyst class is: 326. (5) Reactant: C[O:2][C:3]([C:5]1[C:6]2[CH:7]=[CH:8][CH:9]=[N:10][C:11]=2[CH:12]=[CH:13][C:14]=1[NH2:15])=[O:4].[OH-].[Na+]. Product: [NH2:15][C:14]1[CH:13]=[CH:12][C:11]2[N:10]=[CH:9][CH:8]=[CH:7][C:6]=2[C:5]=1[C:3]([OH:4])=[O:2]. The catalyst class is: 169. (6) Reactant: [Cl:1][C:2]1[C:7]([NH2:8])=[CH:6][CH:5]=[C:4]([Cl:9])[C:3]=1[CH3:10].[C:11]([C:17](OC)=[O:18])#[C:12][C:13]([O:15][CH3:16])=[O:14]. Product: [CH3:16][O:15][C:13]([C:12]1[CH2:11][C:17](=[O:18])[C:6]2[C:7](=[C:2]([Cl:1])[C:3]([CH3:10])=[C:4]([Cl:9])[CH:5]=2)[N:8]=1)=[O:14]. The catalyst class is: 5.